This data is from Catalyst prediction with 721,799 reactions and 888 catalyst types from USPTO. The task is: Predict which catalyst facilitates the given reaction. The catalyst class is: 9. Reactant: [O:1]1[CH:5]=[CH:4][CH:3]=[C:2]1[C:6]([NH:8][CH2:9][C:10]1[N:11]=[C:12]([N:15]2[CH2:18][CH:17](OS(C)(=O)=O)[CH2:16]2)[S:13][CH:14]=1)=[O:7].[C:24]([O-:27])(=[S:26])[CH3:25].[K+]. Product: [C:24]([S:26][CH:17]1[CH2:16][N:15]([C:12]2[S:13][CH:14]=[C:10]([CH2:9][NH:8][C:6]([C:2]3[O:1][CH:5]=[CH:4][CH:3]=3)=[O:7])[N:11]=2)[CH2:18]1)(=[O:27])[CH3:25].